This data is from Peptide-MHC class I binding affinity with 185,985 pairs from IEDB/IMGT. The task is: Regression. Given a peptide amino acid sequence and an MHC pseudo amino acid sequence, predict their binding affinity value. This is MHC class I binding data. The peptide sequence is FPGDKTSYW. The MHC is Mamu-B17 with pseudo-sequence Mamu-B17. The binding affinity (normalized) is 0.361.